From a dataset of Reaction yield outcomes from USPTO patents with 853,638 reactions. Predict the reaction yield, written as a fraction of the theoretical maximum amount of product (1.0 means a 100% yield; for example, 0.34 means a 34% yield). (1) The reactants are [CH3:1][CH:2]1[C:8](=O)[CH2:7][CH:6]2[N:10]([C:11]3[C:20]4[C:15](=[CH:16][CH:17]=[CH:18][CH:19]=4)[C:14]([C:21]#[N:22])=[CH:13][CH:12]=3)[CH:3]1[CH2:4][CH2:5]2.C1(C)C=CC(S(NN)(=O)=O)=CC=1.C([BH3-])#N.[Na+].S1(CCCC1)(=O)=O.C1(C)C=CC(S(O)(=O)=O)=CC=1. The catalyst is C(O)C.O.C1CCCCC1.CN(C)C=O. The product is [CH3:1][CH:2]1[CH2:8][CH2:7][CH:6]2[N:10]([C:11]3[C:20]4[C:15](=[CH:16][CH:17]=[CH:18][CH:19]=4)[C:14]([C:21]#[N:22])=[CH:13][CH:12]=3)[CH:3]1[CH2:4][CH2:5]2. The yield is 0.220. (2) The reactants are Br[C:2]1[CH:10]=[CH:9][C:8]([C:11]([NH2:13])=[O:12])=[C:7]2[C:3]=1[C:4]1[CH2:17][N:16](C(C3C=CC=CC=3)(C3C=CC=CC=3)C3C=CC=CC=3)[CH2:15][CH2:14][C:5]=1[NH:6]2.CC1C(B2OC(C)(C)C(C)(C)O2)=CC=CC=1[N:53]1[C:62](=[O:63])[C:61]2[C:56](=[CH:57][CH:58]=[CH:59][CH:60]=2)[N:55]=[CH:54]1.C(=O)([O-])[O-].[Na+].[Na+]. The catalyst is C1(C)C=CC=CC=1.C(O)C.C1C=CC([P]([Pd]([P](C2C=CC=CC=2)(C2C=CC=CC=2)C2C=CC=CC=2)([P](C2C=CC=CC=2)(C2C=CC=CC=2)C2C=CC=CC=2)[P](C2C=CC=CC=2)(C2C=CC=CC=2)C2C=CC=CC=2)(C2C=CC=CC=2)C2C=CC=CC=2)=CC=1. The product is [CH3:4][C:3]1[C:7]([N:53]2[C:62](=[O:63])[C:61]3[C:56](=[CH:57][CH:58]=[CH:59][CH:60]=3)[N:55]=[CH:54]2)=[CH:8][CH:9]=[CH:10][C:2]=1[C:2]1[CH:10]=[CH:9][C:8]([C:11]([NH2:13])=[O:12])=[C:7]2[C:3]=1[C:4]1[CH2:17][NH:16][CH2:15][CH2:14][C:5]=1[NH:6]2. The yield is 0.560. (3) The product is [F:17][CH:15]([F:16])[C@H:13]1[N:12]2[N:19]=[CH:20][C:21]([C:22]([O:24][CH2:25][CH3:26])=[O:23])=[C:11]2[NH:10][C@@H:9]([C:6]2[CH:5]=[CH:4][C:3]([CH2:1][CH3:2])=[CH:8][CH:7]=2)[CH2:14]1. No catalyst specified. The yield is 0.920. The reactants are [CH2:1]([C:3]1[CH:8]=[CH:7][C:6]([C@H:9]2[CH2:14][C@@H:13]([C:15](F)([F:17])[F:16])[N:12]3[N:19]=[CH:20][C:21]([C:22]([O:24][CH2:25][CH3:26])=[O:23])=[C:11]3[NH:10]2)=[CH:5][CH:4]=1)[CH3:2].FC(F)C1N2N=CC(C(OCC)=O)=C2N=C(C2C=CC(CC)=CC=2)C=1.[BH4-].[Na+]. (4) The reactants are [F:1][C:2]1[CH:3]=[C:4]([CH:38]=[CH:39][CH:40]=1)[CH2:5][N:6]1[CH:10]=[C:9]([C:11]2[C:19]3[C:14](=[N:15][CH:16]=[C:17]([C:20]4[CH:21]=[N:22][N:23]([CH2:25][CH2:26][OH:27])[CH:24]=4)[CH:18]=3)[N:13](S(C3C=CC(C)=CC=3)(=O)=O)[CH:12]=2)[CH:8]=[N:7]1.[OH-].[Li+]. The catalyst is C1COCC1.CO.O. The product is [F:1][C:2]1[CH:3]=[C:4]([CH:38]=[CH:39][CH:40]=1)[CH2:5][N:6]1[CH:10]=[C:9]([C:11]2[C:19]3[C:14](=[N:15][CH:16]=[C:17]([C:20]4[CH:21]=[N:22][N:23]([CH2:25][CH2:26][OH:27])[CH:24]=4)[CH:18]=3)[NH:13][CH:12]=2)[CH:8]=[N:7]1. The yield is 0.0920. (5) The reactants are C([N:4]1[C:12]2[C:7](=[CH:8][C:9]([C:13](Cl)=[O:14])=[CH:10][CH:11]=2)[C:6]([C:16]2[CH:21]=[CH:20][C:19]([F:22])=[CH:18][CH:17]=2)=[N:5]1)(=O)C.[NH2:23][CH2:24][C:25]1[CH:26]=[N:27][CH:28]=[CH:29][CH:30]=1. The catalyst is N1C=CC=CC=1. The product is [F:22][C:19]1[CH:18]=[CH:17][C:16]([C:6]2[C:7]3[C:12](=[CH:11][CH:10]=[C:9]([C:13]([NH:23][CH2:24][C:25]4[CH:26]=[N:27][CH:28]=[CH:29][CH:30]=4)=[O:14])[CH:8]=3)[NH:4][N:5]=2)=[CH:21][CH:20]=1. The yield is 0.410. (6) The yield is 0.310. The catalyst is C1C=CC=CC=1.C(OCC)(=O)C.[Ti](Cl)(Cl)(Cl)Cl. The product is [CH2:11]([N:18]=[C:24]1[CH2:23][CH2:22][CH:21]([NH:26][C:27]2[C:28]3[N:29]([CH:36]=[C:37]([C:39]4[CH:44]=[CH:43][CH:42]=[CH:41][CH:40]=4)[CH:38]=3)[N:30]=[CH:31][C:32]=2[C:33]([NH2:35])=[O:34])[C:20]1([CH3:45])[CH3:19])[C:12]1[CH:17]=[CH:16][CH:15]=[CH:14][CH:13]=1. The reactants are ClCCl.C(N(CC)CC)C.[CH2:11]([NH2:18])[C:12]1[CH:17]=[CH:16][CH:15]=[CH:14][CH:13]=1.[CH3:19][C:20]1([CH3:45])[C:24](=O)[CH2:23][CH2:22][CH:21]1[NH:26][C:27]1[C:28]2[N:29]([CH:36]=[C:37]([C:39]3[CH:44]=[CH:43][CH:42]=[CH:41][CH:40]=3)[CH:38]=2)[N:30]=[CH:31][C:32]=1[C:33]([NH2:35])=[O:34]. (7) The reactants are O[CH2:2][C:3]1[CH:12]=[N:11][C:10]2[N:9]3[CH2:13][CH2:14][CH2:15][CH2:16][CH:8]3[C:7](=[O:17])[NH:6][C:5]=2[CH:4]=1.[I-].C(C[P+](C)(C)C)#N.C(N(C(C)C)C(C)C)C.Cl.[Cl:36][C:37]1[CH:42]=[CH:41][C:40]([N:43]2[CH2:48][CH2:47][NH:46][CH2:45][CH2:44]2)=[CH:39][CH:38]=1. The catalyst is C(#N)CC.O. The product is [Cl:36][C:37]1[CH:38]=[CH:39][C:40]([N:43]2[CH2:48][CH2:47][N:46]([CH2:2][C:3]3[CH:12]=[N:11][C:10]4[N:9]5[CH2:13][CH2:14][CH2:15][CH2:16][CH:8]5[C:7](=[O:17])[NH:6][C:5]=4[CH:4]=3)[CH2:45][CH2:44]2)=[CH:41][CH:42]=1. The yield is 0.390. (8) The product is [Br:1][C:2]1[CH:3]=[N:4][C:5]([NH:12][CH:9]2[CH2:11][CH2:10]2)=[N:6][CH:7]=1. The catalyst is C(O)C. The reactants are [Br:1][C:2]1[CH:3]=[N:4][C:5](Cl)=[N:6][CH:7]=1.[CH:9]1([NH2:12])[CH2:11][CH2:10]1. The yield is 0.950. (9) The reactants are [Cl:1][C:2]1[N:7]=[N:6][C:5]([NH2:8])=[CH:4][CH:3]=1.[C:9](O[C:9]([O:11][C:12]([CH3:15])([CH3:14])[CH3:13])=[O:10])([O:11][C:12]([CH3:15])([CH3:14])[CH3:13])=[O:10].[OH2:24]. The catalyst is CN(C=O)C.CN(C1C=CN=CC=1)C. The product is [Cl:1][C:2]1[N:7]=[N:6][C:5]([N:8]([C:9]([O:11][C:12]([CH3:15])([CH3:14])[CH3:13])=[O:10])[C:9]([O:11][C:12]([CH3:15])([CH3:14])[CH3:13])=[O:24])=[CH:4][CH:3]=1. The yield is 0.800.